Task: Predict the reactants needed to synthesize the given product.. Dataset: Full USPTO retrosynthesis dataset with 1.9M reactions from patents (1976-2016) (1) The reactants are: FC(F)(F)C(O)=O.[NH2:8][C:9]1[C:18]2[N:19]=[C:20]([CH2:27][O:28][CH3:29])[N:21]([CH2:22][C:23]([OH:26])([CH3:25])[CH3:24])[C:17]=2[C:16]2[CH:15]=[CH:14][C:13]([CH:30]=[CH:31][C:32]#[N:33])=[CH:12][C:11]=2[N:10]=1. Given the product [NH2:8][C:9]1[C:18]2[N:19]=[C:20]([CH2:27][O:28][CH3:29])[N:21]([CH2:22][C:23]([CH3:24])([OH:26])[CH3:25])[C:17]=2[C:16]2[CH:15]=[CH:14][C:13]([CH2:30][CH2:31][CH2:32][NH2:33])=[CH:12][C:11]=2[N:10]=1, predict the reactants needed to synthesize it. (2) Given the product [C:25]([N:28]1[CH2:33][CH2:32][N:31]([C:22]([C:21]2[CH:20]=[CH:19][C:4]([C:5]([NH:7][CH2:8][C:9]3[NH:13][C:12]4[CH:14]=[CH:15][C:16]([Cl:18])=[CH:17][C:11]=4[N:10]=3)=[O:6])=[CH:3][C:2]=2[Cl:1])=[O:24])[CH2:30][CH2:29]1)(=[O:27])[CH3:26], predict the reactants needed to synthesize it. The reactants are: [Cl:1][C:2]1[CH:3]=[C:4]([CH:19]=[CH:20][C:21]=1[C:22]([OH:24])=O)[C:5]([NH:7][CH2:8][C:9]1[NH:13][C:12]2[CH:14]=[CH:15][C:16]([Cl:18])=[CH:17][C:11]=2[N:10]=1)=[O:6].[C:25]([N:28]1[CH2:33][CH2:32][NH:31][CH2:30][CH2:29]1)(=[O:27])[CH3:26].CN(C(ON1N=NC2C=CC=CC1=2)=[N+](C)C)C.[B-](F)(F)(F)F.C(N(CC)CC)C. (3) Given the product [CH:1]1[C:6]2[C:7]3[NH:8][C:9]4[C:14]([C:15]=3[CH2:16][S:17][C:5]=2[CH:4]=[CH:3][CH:2]=1)=[CH:13][C:12]([O:18][C:25](=[O:26])[C:27]([CH3:30])([CH3:29])[CH3:28])=[CH:11][CH:10]=4, predict the reactants needed to synthesize it. The reactants are: [CH:1]1[C:6]2[C:7]3[NH:8][C:9]4[C:14]([C:15]=3[CH2:16][S:17][C:5]=2[CH:4]=[CH:3][CH:2]=1)=[CH:13][C:12]([OH:18])=[CH:11][CH:10]=4.N1C=CC=CC=1.[C:25](Cl)([C:27]([CH3:30])([CH3:29])[CH3:28])=[O:26].